Dataset: Full USPTO retrosynthesis dataset with 1.9M reactions from patents (1976-2016). Task: Predict the reactants needed to synthesize the given product. (1) Given the product [CH:8]([N:21]1[CH2:22][CH2:23][N:24]([CH2:27][CH2:28][CH2:29][CH2:30][C:32]2[CH:48]=[CH:47][C:35]3[CH2:36][CH2:37][N:38]([C:41](=[O:46])[C:42]([F:45])([F:44])[F:43])[CH2:39][CH2:40][C:34]=3[CH:33]=2)[CH2:25][CH2:26]1)([C:15]1[CH:16]=[CH:17][CH:18]=[CH:19][CH:20]=1)[C:9]1[CH:14]=[CH:13][CH:12]=[CH:11][CH:10]=1, predict the reactants needed to synthesize it. The reactants are: C([SiH](CC)CC)C.[CH:8]([N:21]1[CH2:26][CH2:25][N:24]([CH2:27][CH2:28][CH2:29][C:30]([C:32]2[CH:48]=[CH:47][C:35]3[CH2:36][CH2:37][N:38]([C:41](=[O:46])[C:42]([F:45])([F:44])[F:43])[CH2:39][CH2:40][C:34]=3[CH:33]=2)=O)[CH2:23][CH2:22]1)([C:15]1[CH:20]=[CH:19][CH:18]=[CH:17][CH:16]=1)[C:9]1[CH:14]=[CH:13][CH:12]=[CH:11][CH:10]=1. (2) Given the product [CH3:10][CH:11]1[NH:12][CH:13]([CH3:17])[CH2:14][N:15]([C:2]2[CH:9]=[CH:8][C:5]([CH:6]=[O:7])=[CH:4][CH:3]=2)[CH2:16]1, predict the reactants needed to synthesize it. The reactants are: F[C:2]1[CH:9]=[CH:8][C:5]([CH:6]=[O:7])=[CH:4][CH:3]=1.[CH3:10][CH:11]1[CH2:16][NH:15][CH2:14][CH:13]([CH3:17])[NH:12]1.C([O-])([O-])=O.[K+].[K+]. (3) Given the product [CH2:1]([O:3][C:4]([C:6]1[CH:10]=[CH:9][N:8]([CH2:16][C:15]2[CH:18]=[CH:19][C:20]([F:21])=[C:13]([F:12])[CH:14]=2)[C:7]=1[CH3:11])=[O:5])[CH3:2], predict the reactants needed to synthesize it. The reactants are: [CH2:1]([O:3][C:4]([C:6]1[CH:10]=[CH:9][NH:8][C:7]=1[CH3:11])=[O:5])[CH3:2].[F:12][C:13]1[CH:14]=[C:15]([CH:18]=[CH:19][C:20]=1[F:21])[CH2:16]Br. (4) Given the product [F:22][C:23]1[CH:30]=[C:29]([F:31])[CH:28]=[CH:27][C:24]=1[CH2:25][C:2]1[CH:3]=[CH:4][C:5]2[N:6]([CH:8]=[CH:9][C:10](=[O:20])[C:11]=2[C:12]2[C:17]([F:18])=[CH:16][CH:15]=[CH:14][C:13]=2[F:19])[N:7]=1, predict the reactants needed to synthesize it. The reactants are: Cl[C:2]1[CH:3]=[CH:4][C:5]2[N:6]([CH:8]=[CH:9][C:10](=[O:20])[C:11]=2[C:12]2[C:17]([F:18])=[CH:16][CH:15]=[CH:14][C:13]=2[F:19])[N:7]=1.[Br-].[F:22][C:23]1[CH:30]=[C:29]([F:31])[CH:28]=[CH:27][C:24]=1[CH2:25][Zn+].